From a dataset of Full USPTO retrosynthesis dataset with 1.9M reactions from patents (1976-2016). Predict the reactants needed to synthesize the given product. Given the product [Br:1][C:2]1[C:7]([F:8])=[CH:6][CH:5]=[C:4]2[C:3]=1[NH:9][CH:13]=[CH:12]2, predict the reactants needed to synthesize it. The reactants are: [Br:1][C:2]1[C:7]([F:8])=[CH:6][CH:5]=[CH:4][C:3]=1[N+:9]([O-])=O.[CH:12]([Mg]Br)=[CH2:13].[NH4+].[Cl-].